This data is from Catalyst prediction with 721,799 reactions and 888 catalyst types from USPTO. The task is: Predict which catalyst facilitates the given reaction. (1) Reactant: [OH:1][C:2]1[CH:7]=[CH:6][C:5]([C:8](=[O:11])[CH2:9][CH3:10])=[C:4]([CH3:12])[CH:3]=1.Cl[C:14]1[C:19]2[CH:20]=[CH:21][O:22][C:18]=2[CH:17]=[CH:16][N:15]=1.C(=O)([O-])[O-].[K+].[K+]. Product: [O:22]1[C:18]2[CH:17]=[CH:16][N:15]=[C:14]([O:1][C:2]3[CH:7]=[CH:6][C:5]([C:8](=[O:11])[CH2:9][CH3:10])=[C:4]([CH3:12])[CH:3]=3)[C:19]=2[CH:20]=[CH:21]1. The catalyst class is: 9. (2) Reactant: C([Li])CCC.Br[C:7]1[CH:12]=[CH:11][CH:10]=[CH:9][C:8]=1[O:13][C:14]([F:17])([F:16])[F:15].[B:18](OC(C)C)([O:23]C(C)C)[O:19]C(C)C. Product: [F:15][C:14]([F:17])([F:16])[O:13][C:8]1[CH:9]=[CH:10][CH:11]=[CH:12][C:7]=1[B:18]([OH:23])[OH:19]. The catalyst class is: 7. (3) Reactant: [F:1][C:2]1[CH:3]=[C:4]([C:8](=[O:12])[C@H:9](O)[CH3:10])[CH:5]=[CH:6][CH:7]=1.CN(C1C2C(N(C)C)=CC=CC=2C=CC=1)C.S(OS(C(F)(F)F)(=O)=O)(C(F)(F)F)(=O)=O.[NH2:44][C:45]([CH3:49])([CH3:48])[CH2:46][OH:47]. Product: [F:1][C:2]1[CH:3]=[C:4]([C@:8]2([OH:12])[O:47][CH2:46][C:45]([CH3:49])([CH3:48])[NH:44][C@H:9]2[CH3:10])[CH:5]=[CH:6][CH:7]=1. The catalyst class is: 10. (4) Reactant: [C:1]([O:5][C:6]([N:8]1[CH2:13][CH2:12][CH:11](OS(C)(=O)=O)[CH2:10][CH2:9]1)=[O:7])([CH3:4])([CH3:3])[CH3:2].[CH3:19][S-:20].[Na+]. Product: [C:1]([O:5][C:6]([N:8]1[CH2:9][CH2:10][CH:11]([S:20][CH3:19])[CH2:12][CH2:13]1)=[O:7])([CH3:2])([CH3:3])[CH3:4]. The catalyst class is: 35. (5) Reactant: C(OC([NH:11][C@H:12]1[CH2:16][CH2:15][N:14]([C@H:17]2[CH2:22][CH2:21][C@@H:20]([NH:23][C:24]([CH3:27])([CH3:26])[CH3:25])[CH2:19][C@H:18]2[C:28]([O:30][CH3:31])=[O:29])[C:13]1=[O:32])=O)C1C=CC=CC=1. Product: [NH2:11][C@H:12]1[CH2:16][CH2:15][N:14]([C@H:17]2[CH2:22][CH2:21][C@@H:20]([NH:23][C:24]([CH3:27])([CH3:26])[CH3:25])[CH2:19][C@H:18]2[C:28]([O:30][CH3:31])=[O:29])[C:13]1=[O:32]. The catalyst class is: 19.